This data is from Full USPTO retrosynthesis dataset with 1.9M reactions from patents (1976-2016). The task is: Predict the reactants needed to synthesize the given product. (1) Given the product [I:1][C:2]1[CH:7]=[C:6]([O:8][CH3:9])[C:5]([O:10][CH:11]([CH3:13])[CH3:12])=[CH:4][C:3]=1[C:14](=[O:16])[CH3:15], predict the reactants needed to synthesize it. The reactants are: [I:1][C:2]1[CH:7]=[C:6]([O:8][CH3:9])[C:5]([O:10][CH:11]([CH3:13])[CH3:12])=[CH:4][C:3]=1[CH:14]([OH:16])[CH3:15]. (2) The reactants are: [Br:1][CH2:2][CH2:3][O:4][C:5]1[CH:10]=[CH:9][C:8]([CH2:11][C:12]([OH:14])=O)=[CH:7][CH:6]=1.S(Cl)([Cl:17])=O. Given the product [Br:1][CH2:2][CH2:3][O:4][C:5]1[CH:10]=[CH:9][C:8]([CH2:11][C:12]([Cl:17])=[O:14])=[CH:7][CH:6]=1, predict the reactants needed to synthesize it.